From a dataset of Catalyst prediction with 721,799 reactions and 888 catalyst types from USPTO. Predict which catalyst facilitates the given reaction. (1) Reactant: Br[C:2]1[C:14]2[C:13]3[C:8](=[CH:9][C:10]([C:15]([OH:18])([CH3:17])[CH3:16])=[CH:11][CH:12]=3)[NH:7][C:6]=2[C:5]([C:19]([NH2:21])=[O:20])=[CH:4][C:3]=1[F:22].[Cl:23][C:24]1[C:33]2[N:28]([C:29](=[O:51])[N:30]([C:35]3[CH:40]=[CH:39][CH:38]=[C:37](B4OC(C)(C)C(C)(C)O4)[C:36]=3[CH3:50])[C:31](=[O:34])[CH:32]=2)[CH:27]=[CH:26][CH:25]=1.C([O-])([O-])=O.[Cs+].[Cs+]. Product: [Cl:23][C:24]1[C:33]2[N:28]([C:29](=[O:51])[N:30]([C:35]3[C:36]([CH3:50])=[C:37]([C:2]4[C:14]5[C:13]6[C:8](=[CH:9][C:10]([C:15]([OH:18])([CH3:16])[CH3:17])=[CH:11][CH:12]=6)[NH:7][C:6]=5[C:5]([C:19]([NH2:21])=[O:20])=[CH:4][C:3]=4[F:22])[CH:38]=[CH:39][CH:40]=3)[C:31](=[O:34])[CH:32]=2)[CH:27]=[CH:26][CH:25]=1. The catalyst class is: 819. (2) Reactant: [OH:1][C:2]1[CH:7]=[CH:6][C:5]([N:8]2[CH2:13][CH2:12][C:11]3[CH:14]=[C:15]([C:17]4[CH:22]=[CH:21][C:20]([O:23][CH3:24])=[CH:19][CH:18]=4)[S:16][C:10]=3[C:9]2=[O:25])=[CH:4][C:3]=1[O:26][CH3:27].[F:28][C:29]([F:42])([F:41])[S:30](O[S:30]([C:29]([F:42])([F:41])[F:28])(=[O:32])=[O:31])(=[O:32])=[O:31]. Product: [CH3:27][O:26][C:3]1[CH:4]=[C:5]([N:8]2[CH2:13][CH2:12][C:11]3[CH:14]=[C:15]([C:17]4[CH:22]=[CH:21][C:20]([O:23][CH3:24])=[CH:19][CH:18]=4)[S:16][C:10]=3[C:9]2=[O:25])[CH:6]=[CH:7][C:2]=1[O:1][S:30]([C:29]([F:42])([F:41])[F:28])(=[O:32])=[O:31]. The catalyst class is: 17. (3) Reactant: [CH3:1][C:2]1[C:7]([CH:8]([CH3:14])[C:9]([O:11][CH2:12][CH3:13])=[O:10])=[CH:6][CH:5]=[C:4]([N+:15]([O-])=O)[N:3]=1.CC(O)=O. Product: [NH2:15][C:4]1[N:3]=[C:2]([CH3:1])[C:7]([CH:8]([CH3:14])[C:9]([O:11][CH2:12][CH3:13])=[O:10])=[CH:6][CH:5]=1. The catalyst class is: 19. (4) Reactant: [N:1]([CH2:4][C:5]1[S:9][C:8]2[CH:10]=[CH:11][CH:12]=[CH:13][C:7]=2[C:6]=1[C:14]1[CH:19]=[CH:18][CH:17]=[CH:16][CH:15]=1)=[N+]=[N-].C1(P(C2C=CC=CC=2)C2C=CC=CC=2)C=CC=CC=1. Product: [C:14]1([C:6]2[C:7]3[CH:13]=[CH:12][CH:11]=[CH:10][C:8]=3[S:9][C:5]=2[CH2:4][NH2:1])[CH:15]=[CH:16][CH:17]=[CH:18][CH:19]=1. The catalyst class is: 20. (5) Reactant: [F:1][C:2]([F:11])([F:10])[C:3]1[N:8]=[CH:7][C:6]([NH2:9])=[CH:5][CH:4]=1.[CH3:12][O:13][C:14](=[O:35])[CH2:15][CH:16]1[CH2:21][CH2:20][CH:19]([C:22]2[CH:27]=[CH:26][C:25]([C:28]3[CH:29]=[N:30][C:31](Cl)=[N:32][CH:33]=3)=[CH:24][CH:23]=2)[CH2:18][CH2:17]1.CC(C1C=C(C(C)C)C(C2C=CC=CC=2P(C2CCCCC2)C2CCCCC2)=C(C(C)C)C=1)C.C([O-])([O-])=O.[Cs+].[Cs+]. Product: [CH3:12][O:13][C:14](=[O:35])[CH2:15][CH:16]1[CH2:17][CH2:18][CH:19]([C:22]2[CH:23]=[CH:24][C:25]([C:28]3[CH:33]=[N:32][C:31]([NH:9][C:6]4[CH:7]=[N:8][C:3]([C:2]([F:1])([F:10])[F:11])=[CH:4][CH:5]=4)=[N:30][CH:29]=3)=[CH:26][CH:27]=2)[CH2:20][CH2:21]1. The catalyst class is: 318. (6) Reactant: [CH2:1]([N:8]1[CH2:13][CH2:12][C:11](=[O:14])[CH:10]([CH3:15])[CH2:9]1)[C:2]1[CH:7]=[CH:6][CH:5]=[CH:4][CH:3]=1.[CH3:16]C(C)([O-])C.[K+].CI. Product: [CH2:1]([N:8]1[CH2:13][CH2:12][C:11](=[O:14])[C:10]([CH3:16])([CH3:15])[CH2:9]1)[C:2]1[CH:3]=[CH:4][CH:5]=[CH:6][CH:7]=1. The catalyst class is: 1. (7) Reactant: ClN1[N:7]=[C:6]([Cl:8])C=CN1.[CH2:9]([N:11]([CH2:14]C)CC)C.[C:16]([N:23]1[CH2:28][CH2:27][NH:26][CH2:25][CH2:24]1)([O:18][C:19]([CH3:22])([CH3:21])[CH3:20])=[O:17].C(OCC)(=O)C.C(#[N:37])C. Product: [C:19]([O:18][C:16]([N:23]1[CH2:24][CH2:25][N:26]([C:9]2[N:7]=[C:6]([Cl:8])[N:37]=[CH:14][N:11]=2)[CH2:27][CH2:28]1)=[O:17])([CH3:22])([CH3:21])[CH3:20]. The catalyst class is: 170.